From a dataset of NCI-60 drug combinations with 297,098 pairs across 59 cell lines. Regression. Given two drug SMILES strings and cell line genomic features, predict the synergy score measuring deviation from expected non-interaction effect. (1) Drug 1: CC1=C(C(CCC1)(C)C)C=CC(=CC=CC(=CC(=O)O)C)C. Drug 2: CC(C)(C#N)C1=CC(=CC(=C1)CN2C=NC=N2)C(C)(C)C#N. Cell line: SF-268. Synergy scores: CSS=1.94, Synergy_ZIP=-1.54, Synergy_Bliss=-1.22, Synergy_Loewe=-2.40, Synergy_HSA=-2.46. (2) Drug 1: C1=CC(=CC=C1CCC2=CNC3=C2C(=O)NC(=N3)N)C(=O)NC(CCC(=O)O)C(=O)O. Drug 2: N.N.Cl[Pt+2]Cl. Cell line: ACHN. Synergy scores: CSS=17.6, Synergy_ZIP=0.0899, Synergy_Bliss=-2.48, Synergy_Loewe=-12.6, Synergy_HSA=-0.816. (3) Drug 1: C1=C(C(=O)NC(=O)N1)N(CCCl)CCCl. Drug 2: CC1=C(C=C(C=C1)C(=O)NC2=CC(=CC(=C2)C(F)(F)F)N3C=C(N=C3)C)NC4=NC=CC(=N4)C5=CN=CC=C5. Cell line: SW-620. Synergy scores: CSS=18.1, Synergy_ZIP=2.50, Synergy_Bliss=2.46, Synergy_Loewe=-2.03, Synergy_HSA=-0.865. (4) Drug 1: C1=NC2=C(N1)C(=S)N=CN2. Drug 2: CC1CCCC2(C(O2)CC(NC(=O)CC(C(C(=O)C(C1O)C)(C)C)O)C(=CC3=CSC(=N3)C)C)C. Cell line: UACC62. Synergy scores: CSS=53.4, Synergy_ZIP=-1.83, Synergy_Bliss=-3.07, Synergy_Loewe=-2.81, Synergy_HSA=1.65.